Dataset: Retrosynthesis with 50K atom-mapped reactions and 10 reaction types from USPTO. Task: Predict the reactants needed to synthesize the given product. (1) The reactants are: CNc1ccc(Oc2ccnc(N)c2)cc1[N+](=O)[O-].O=C(Cl)CCl. Given the product CNc1ccc(Oc2ccnc(NC(=O)CCl)c2)cc1[N+](=O)[O-], predict the reactants needed to synthesize it. (2) Given the product Cn1c(N[C@H]2C[C@H](n3c(=O)n(C)c4cccnc43)C2)nc2ccccc21, predict the reactants needed to synthesize it. The reactants are: Cn1c(=O)n([C@H]2C[C@H](N)C2)c2ncccc21.Cn1c(Cl)nc2ccccc21. (3) Given the product N#Cc1ccc(N(CCOc2cccc(F)c2)CC(F)(F)F)cc1C(F)(F)F, predict the reactants needed to synthesize it. The reactants are: N#Cc1ccc(N(CCO)CC(F)(F)F)cc1C(F)(F)F.Oc1cccc(F)c1.